This data is from Catalyst prediction with 721,799 reactions and 888 catalyst types from USPTO. The task is: Predict which catalyst facilitates the given reaction. (1) Reactant: N[C:2]1[CH:7]=[CH:6][C:5]([CH3:8])=[CH:4][CH:3]=1.C(=O)[C:10]1[O:14][CH:13]=[CH:12][CH:11]=1.C(O)(=O)C(C)=O.C([N:24]([CH2:27][CH3:28])CC)C. Product: [O:14]1[CH:10]=[CH:11][CH:12]=[C:13]1[C:27]1[CH:28]=[CH:8][C:5]2[C:4](=[CH:3][CH:2]=[CH:7][CH:6]=2)[N:24]=1. The catalyst class is: 8. (2) Reactant: [CH2:1]([O:8][C:9]1[CH:10]=[C:11]2[C:16](=[CH:17][C:18]=1[N+:19]([O-])=O)[CH2:15][CH:14]([CH2:22][CH3:23])[CH2:13][CH2:12]2)[C:2]1[CH:7]=[CH:6][CH:5]=[CH:4][CH:3]=1. Product: [CH2:1]([O:8][C:9]1[C:18]([NH2:19])=[CH:17][C:16]2[CH2:15][CH:14]([CH2:22][CH3:23])[CH2:13][CH2:12][C:11]=2[CH:10]=1)[C:2]1[CH:3]=[CH:4][CH:5]=[CH:6][CH:7]=1. The catalyst class is: 553. (3) Reactant: [CH2:1]([N:8]1[CH:12]=[CH:11][C:10]([CH:13]([CH3:15])[CH3:14])=[N:9]1)[C:2]1[CH:7]=[CH:6][CH:5]=[CH:4][CH:3]=1.[N+]([O-])([O-])=O.[Ce+4].[NH4+].[NH4+].[N+]([O-])([O-])=O.[N+]([O-])([O-])=O.[N+]([O-])([O-])=O.[N+]([O-])([O-])=O.[N+]([O-])([O-])=O.C(#N)C.[I:46]I. Product: [CH2:1]([N:8]1[CH:12]=[C:11]([I:46])[C:10]([CH:13]([CH3:15])[CH3:14])=[N:9]1)[C:2]1[CH:3]=[CH:4][CH:5]=[CH:6][CH:7]=1. The catalyst class is: 6.